Dataset: Forward reaction prediction with 1.9M reactions from USPTO patents (1976-2016). Task: Predict the product of the given reaction. (1) Given the reactants Cl[C:2]1[N:7]=[N:6][C:5]([N:8]2[CH2:13][CH2:12][CH:11]([N:14]3[CH2:20][CH2:19][C:18]4[CH:21]=[C:22]([O:25][CH3:26])[CH:23]=[CH:24][C:17]=4[NH:16][C:15]3=[O:27])[CH2:10][CH2:9]2)=[CH:4][C:3]=1[C:28]([C:30]1[CH:39]=[C:38]([CH3:40])[C:33]2[NH:34][C:35](=[O:37])[O:36][C:32]=2[CH:31]=1)=[O:29].CCN(C(C)C)C(C)C.CO.C[C:53](C)([O-:55])C.[K+], predict the reaction product. The product is: [CH3:26][O:25][C:22]1[CH:23]=[CH:24][C:17]2[NH:16][C:15](=[O:27])[N:14]([CH:11]3[CH2:12][CH2:13][N:8]([C:5]4[N:6]=[N:7][C:2]([O:55][CH3:53])=[C:3]([C:28]([C:30]5[CH:39]=[C:38]([CH3:40])[C:33]6[NH:34][C:35](=[O:37])[O:36][C:32]=6[CH:31]=5)=[O:29])[CH:4]=4)[CH2:9][CH2:10]3)[CH2:20][CH2:19][C:18]=2[CH:21]=1. (2) Given the reactants [C:1]([O:5][C:6]([N:8]1[CH2:13][CH2:12][CH:11]([NH2:14])[CH2:10][CH2:9]1)=[O:7])([CH3:4])([CH3:3])[CH3:2].[CH3:15][O:16][C:17]([C:19]([C:22]1[CH:30]=[CH:29][C:25]([C:26](O)=[O:27])=[CH:24][CH:23]=1)([CH3:21])[CH3:20])=[O:18].Cl.CN(C)CCCN=C=NCC, predict the reaction product. The product is: [C:1]([O:5][C:6]([N:8]1[CH2:13][CH2:12][CH:11]([NH:14][C:26](=[O:27])[C:25]2[CH:24]=[CH:23][C:22]([C:19]([C:17]([O:16][CH3:15])=[O:18])([CH3:21])[CH3:20])=[CH:30][CH:29]=2)[CH2:10][CH2:9]1)=[O:7])([CH3:4])([CH3:2])[CH3:3]. (3) The product is: [Cl:29][C:26]1[CH:27]=[CH:28][C:23]([S:22][C:17]2[CH:18]=[CH:19][CH:20]=[CH:21][C:16]=2[C:12]2[CH2:13][CH2:14][NH:9][CH2:10][CH:11]=2)=[CH:24][CH:25]=1. Given the reactants Cl.C(OC([N:9]1[CH2:14][CH2:13][C:12]([C:16]2[CH:21]=[CH:20][CH:19]=[CH:18][C:17]=2[S:22][C:23]2[CH:28]=[CH:27][C:26]([Cl:29])=[CH:25][CH:24]=2)(O)[CH2:11][CH2:10]1)=O)(C)(C)C.[OH-].[Na+], predict the reaction product. (4) Given the reactants [C:1]1([C:10]2[CH:15]=[CH:14][CH:13]=[CH:12][CH:11]=2)[C:2]([C:7]([OH:9])=O)=[CH:3][CH:4]=[CH:5][CH:6]=1.CN([C:19]([O:23]N1N=NC2C=CC=NC1=2)=[N+](C)C)C.F[P-](F)(F)(F)(F)F.CCN([CH2:45][CH3:46])CC.[OH-:47].[Na+].C[N:50]([CH:52]=O)[CH3:51], predict the reaction product. The product is: [C:1]1([C:10]2[CH:15]=[CH:14][CH:13]=[CH:12][CH:11]=2)[CH:6]=[CH:5][CH:4]=[CH:3][C:2]=1[C:7]([N:50]1[CH2:52][C@H:45]([OH:47])[CH2:46][C@H:51]1[CH2:19][OH:23])=[O:9]. (5) Given the reactants [CH:1]1([CH:6]([OH:9])[CH:7]=[CH2:8])[CH2:5][CH2:4][CH2:3][CH2:2]1.[F:10][C:11]1[CH:16]=[C:15](Br)[CH:14]=[CH:13][C:12]=1[CH:18]([F:20])[F:19].C([O-])(O)=O.[Na+].O, predict the reaction product. The product is: [CH:1]1([C:6](=[O:9])[CH2:7][CH2:8][C:15]2[CH:14]=[CH:13][C:12]([CH:18]([F:20])[F:19])=[C:11]([F:10])[CH:16]=2)[CH2:5][CH2:4][CH2:3][CH2:2]1. (6) Given the reactants [CH3:1][C@@:2]1([OH:21])[CH2:7][CH2:6][C@H:5]2[C@H:8]3[C@H:18]([CH2:19][CH2:20][C@:3]12[CH3:4])[C@:16]1([CH3:17])[CH:11]([CH2:12][CH:13]=[CH:14][CH2:15]1)[CH2:10][CH2:9]3.C1C=C(Cl)C=C(C(OO)=[O:30])C=1, predict the reaction product. The product is: [CH3:1][C@@:2]1([OH:21])[CH2:7][CH2:6][C@H:5]2[C@H:8]3[C@H:18]([CH2:19][CH2:20][C@:3]12[CH3:4])[C@:16]1([CH3:17])[CH:11]([CH2:12][C@@H:13]2[O:30][C@@H:14]2[CH2:15]1)[CH2:10][CH2:9]3. (7) The product is: [N:1]1([C:2]2[CH:3]=[C:4]([OH:8])[CH:5]=[CH:6][CH:7]=2)[CH2:19][CH2:18][CH2:17][CH2:16][CH2:15]1. Given the reactants [NH2:1][C:2]1[CH:3]=[C:4]([OH:8])[CH:5]=[CH:6][CH:7]=1.C(=O)(O)[O-].[Na+].Br[CH2:15][CH2:16][CH2:17][CH2:18][CH2:19]Br.O, predict the reaction product. (8) Given the reactants [Cl:1][C:2]1[CH:10]=[C:9]2[C:5]([C:6]([CH2:11][CH:12]([CH3:14])[CH3:13])=[CH:7][NH:8]2)=[CH:4][CH:3]=1.Br[C:16]1[S:17][CH:18]=[C:19]([C:21]([O:23][CH2:24][CH3:25])=[O:22])[N:20]=1.P([O-])([O-])([O-])=O.[K+].[K+].[K+].CN[C@@H]1CCCC[C@H]1NC, predict the reaction product. The product is: [Cl:1][C:2]1[CH:10]=[C:9]2[C:5]([C:6]([CH2:11][CH:12]([CH3:14])[CH3:13])=[CH:7][N:8]2[C:16]2[S:17][CH:18]=[C:19]([C:21]([O:23][CH2:24][CH3:25])=[O:22])[N:20]=2)=[CH:4][CH:3]=1.